This data is from Tox21: 12 toxicity assays (nuclear receptors and stress response pathways). The task is: Binary classification across 12 toxicity assays. (1) The drug is Nc1c(Br)cc(Br)cc1CN[C@H]1CC[C@H](O)CC1. It tested positive (active) for: NR-AR (Androgen Receptor agonist activity), and NR-AR-LBD (Androgen Receptor Ligand Binding Domain agonist). (2) The drug is CC(=O)OC(c1ccccc1)C(Cl)(Cl)Cl. It tested positive (active) for: SR-MMP (Mitochondrial Membrane Potential disruption).